Dataset: Reaction yield outcomes from USPTO patents with 853,638 reactions. Task: Predict the reaction yield, written as a fraction of the theoretical maximum amount of product (1.0 means a 100% yield; for example, 0.34 means a 34% yield). (1) The reactants are [C:1]([C:4]1[CH:16]=[C:15]([Br:17])[CH:14]=[CH:13][C:5]=1[O:6][CH2:7][C:8]([O:10]CC)=[O:9])(=[O:3])[CH3:2].[OH-].[Na+].O. The catalyst is C1COCC1. The product is [C:1]([C:4]1[CH:16]=[C:15]([Br:17])[CH:14]=[CH:13][C:5]=1[O:6][CH2:7][C:8]([OH:10])=[O:9])(=[O:3])[CH3:2]. The yield is 0.780. (2) The reactants are C(OC([N:8]1[CH2:13][CH2:12][N:11]([C:14]2[CH:19]=[CH:18][C:17]([NH:20][C:21]3[C:22]4[N:23]([N:37]=[CH:38][N:39]=4)[C:24]([C:27]4[CH:28]=[C:29]5[C:33](=[CH:34][CH:35]=4)[C:32](=[O:36])[NH:31][CH2:30]5)=[CH:25][N:26]=3)=[CH:16][CH:15]=2)[C:10](=[O:40])[CH2:9]1)=O)(C)(C)C.C(O)(C(F)(F)F)=O. The catalyst is C(Cl)Cl.C([O-])(O)=O.[Na+]. The product is [O:40]=[C:10]1[CH2:9][NH:8][CH2:13][CH2:12][N:11]1[C:14]1[CH:15]=[CH:16][C:17]([NH:20][C:21]2[C:22]3[N:23]([N:37]=[CH:38][N:39]=3)[C:24]([C:27]3[CH:28]=[C:29]4[C:33](=[CH:34][CH:35]=3)[C:32](=[O:36])[NH:31][CH2:30]4)=[CH:25][N:26]=2)=[CH:18][CH:19]=1. The yield is 0.860. (3) The catalyst is CN(C=O)C.C(O)C.O. The reactants are I[C:2]1[C:10]2[C:5](=[N:6][CH:7]=[N:8][C:9]=2[NH2:11])[NH:4][N:3]=1.[Cl:12][C:13]1[CH:18]=[CH:17][C:16]([O:19][CH3:20])=[CH:15][C:14]=1B(O)O.C(=O)([O-])[O-].[Na+].[Na+].ClCCl. The yield is 0.160. The product is [Cl:12][C:13]1[CH:18]=[CH:17][C:16]([O:19][CH3:20])=[CH:15][C:14]=1[C:2]1[C:10]2[C:5](=[N:6][CH:7]=[N:8][C:9]=2[NH2:11])[NH:4][N:3]=1. (4) The reactants are [OH:1][C:2]1[C:3]([C:8]([OH:10])=[O:9])=[N:4][CH:5]=[CH:6][CH:7]=1.S(=O)(=O)(O)O.[CH3:16]O. No catalyst specified. The product is [OH:1][C:2]1[C:3]([C:8]([O:10][CH3:16])=[O:9])=[N:4][CH:5]=[CH:6][CH:7]=1. The yield is 0.550. (5) The reactants are C[O:2]C1C(OC)=CC2N(C)C(=O)CN=C(C3C=C(C=CC=3)C#N)C=2C=1.[CH2:26]([O:28][C:29](=[O:55])[CH2:30][N:31]1[C:37]2[CH:38]=[C:39]([O:44][CH3:45])[C:40]([O:42][CH3:43])=[CH:41][C:36]=2[C:35]([C:46]2[CH:51]=[CH:50][CH:49]=[C:48]([C:52]#[N:53])[CH:47]=2)=[N:34][CH2:33][C:32]1=[O:54])[CH3:27]. No catalyst specified. The product is [CH2:26]([O:28][C:29](=[O:55])[CH2:30][N:31]1[C:37]2[CH:38]=[C:39]([O:44][CH3:45])[C:40]([O:42][CH3:43])=[CH:41][C:36]=2[C:35]([C:46]2[CH:51]=[CH:50][CH:49]=[C:48]([C:52]([NH2:53])=[O:2])[CH:47]=2)=[N:34][CH2:33][C:32]1=[O:54])[CH3:27]. The yield is 0.440. (6) The reactants are Cl.[NH2:2][C@@H:3]([CH2:8][CH2:9][CH2:10][CH3:11])[C:4]([O:6][CH3:7])=[O:5].N1C=CC=CC=1.[C:18](Cl)(Cl)=[O:19].Cl. The catalyst is ClCCl.C1(C)C=CC=CC=1. The product is [N:2]([C@@H:3]([CH2:8][CH2:9][CH2:10][CH3:11])[C:4]([O:6][CH3:7])=[O:5])=[C:18]=[O:19]. The yield is 0.910. (7) The reactants are Cl[C:2]1[N:3]=[N:4][C:5]([C:8]2[CH:13]=[CH:12][CH:11]=[CH:10][N:9]=2)=[CH:6][CH:7]=1.[NH:14]1[CH2:19][CH2:18][NH:17][CH2:16][CH2:15]1. The yield is 0.770. The catalyst is C(#N)C. The product is [N:14]1([C:2]2[N:3]=[N:4][C:5]([C:8]3[CH:13]=[CH:12][CH:11]=[CH:10][N:9]=3)=[CH:6][CH:7]=2)[CH2:19][CH2:18][NH:17][CH2:16][CH2:15]1.